From a dataset of NCI-60 drug combinations with 297,098 pairs across 59 cell lines. Regression. Given two drug SMILES strings and cell line genomic features, predict the synergy score measuring deviation from expected non-interaction effect. (1) Drug 1: C1=CC(=CC=C1CCCC(=O)O)N(CCCl)CCCl. Drug 2: B(C(CC(C)C)NC(=O)C(CC1=CC=CC=C1)NC(=O)C2=NC=CN=C2)(O)O. Cell line: OVCAR-5. Synergy scores: CSS=2.27, Synergy_ZIP=-5.21, Synergy_Bliss=-8.66, Synergy_Loewe=-8.27, Synergy_HSA=-8.48. (2) Synergy scores: CSS=36.2, Synergy_ZIP=-17.3, Synergy_Bliss=-13.6, Synergy_Loewe=-10.4, Synergy_HSA=-6.73. Cell line: MDA-MB-231. Drug 1: CC1OCC2C(O1)C(C(C(O2)OC3C4COC(=O)C4C(C5=CC6=C(C=C35)OCO6)C7=CC(=C(C(=C7)OC)O)OC)O)O. Drug 2: CC1=C2C(C(=O)C3(C(CC4C(C3C(C(C2(C)C)(CC1OC(=O)C(C(C5=CC=CC=C5)NC(=O)C6=CC=CC=C6)O)O)OC(=O)C7=CC=CC=C7)(CO4)OC(=O)C)O)C)OC(=O)C. (3) Drug 1: C1=CC(=CC=C1C#N)C(C2=CC=C(C=C2)C#N)N3C=NC=N3. Drug 2: CC1=C(C(CCC1)(C)C)C=CC(=CC=CC(=CC(=O)O)C)C. Cell line: NCI-H322M. Synergy scores: CSS=5.90, Synergy_ZIP=-4.66, Synergy_Bliss=-5.51, Synergy_Loewe=-1.59, Synergy_HSA=-1.18. (4) Drug 1: CC1=C(C(=O)C2=C(C1=O)N3CC4C(C3(C2COC(=O)N)OC)N4)N. Drug 2: C1=CC(=C(C=C1I)F)NC2=C(C=CC(=C2F)F)C(=O)NOCC(CO)O. Cell line: SW-620. Synergy scores: CSS=75.7, Synergy_ZIP=-2.89, Synergy_Bliss=-3.10, Synergy_Loewe=6.32, Synergy_HSA=8.86. (5) Drug 1: CC(CN1CC(=O)NC(=O)C1)N2CC(=O)NC(=O)C2. Drug 2: C1CCC(CC1)NC(=O)N(CCCl)N=O. Cell line: HOP-62. Synergy scores: CSS=13.0, Synergy_ZIP=-5.46, Synergy_Bliss=1.18, Synergy_Loewe=-1.94, Synergy_HSA=0.185. (6) Drug 1: CNC(=O)C1=CC=CC=C1SC2=CC3=C(C=C2)C(=NN3)C=CC4=CC=CC=N4. Drug 2: CC1CCCC2(C(O2)CC(NC(=O)CC(C(C(=O)C(C1O)C)(C)C)O)C(=CC3=CSC(=N3)C)C)C. Cell line: NCIH23. Synergy scores: CSS=1.16, Synergy_ZIP=0.797, Synergy_Bliss=0.663, Synergy_Loewe=-2.72, Synergy_HSA=-1.44. (7) Drug 1: C1=NC2=C(N1)C(=S)N=C(N2)N. Drug 2: CC1C(C(CC(O1)OC2CC(OC(C2O)C)OC3=CC4=CC5=C(C(=O)C(C(C5)C(C(=O)C(C(C)O)O)OC)OC6CC(C(C(O6)C)O)OC7CC(C(C(O7)C)O)OC8CC(C(C(O8)C)O)(C)O)C(=C4C(=C3C)O)O)O)O. Cell line: HL-60(TB). Synergy scores: CSS=47.1, Synergy_ZIP=3.79, Synergy_Bliss=3.60, Synergy_Loewe=1.51, Synergy_HSA=2.39. (8) Drug 1: CCCS(=O)(=O)NC1=C(C(=C(C=C1)F)C(=O)C2=CNC3=C2C=C(C=N3)C4=CC=C(C=C4)Cl)F. Drug 2: COC1=C2C(=CC3=C1OC=C3)C=CC(=O)O2. Cell line: SK-MEL-5. Synergy scores: CSS=23.2, Synergy_ZIP=2.04, Synergy_Bliss=-0.417, Synergy_Loewe=-21.3, Synergy_HSA=-1.04. (9) Drug 1: C1=CC(=CC=C1CCCC(=O)O)N(CCCl)CCCl. Drug 2: C1=CN(C(=O)N=C1N)C2C(C(C(O2)CO)O)O.Cl. Cell line: OVCAR-4. Synergy scores: CSS=-4.26, Synergy_ZIP=-0.515, Synergy_Bliss=-3.68, Synergy_Loewe=-5.99, Synergy_HSA=-4.85.